This data is from Catalyst prediction with 721,799 reactions and 888 catalyst types from USPTO. The task is: Predict which catalyst facilitates the given reaction. (1) Reactant: [CH2:1]([NH:3][C:4]([NH:6][C:7]1[S:8][C:9]2[C:15]([C:16]3[CH:21]=[CH:20][CH:19]=[CH:18][N:17]=3)=[CH:14][C:13]([C:22]3[CH:23]=[N:24][C:25]([N:28]4[CH2:33][CH2:32][C:31]([CH3:39])([C:34]([O:36]CC)=[O:35])[CH2:30][CH2:29]4)=[N:26][CH:27]=3)=[CH:12][C:10]=2[N:11]=1)=[O:5])[CH3:2].CC(C)([O-])C.[K+].O. Product: [CH2:1]([NH:3][C:4]([NH:6][C:7]1[S:8][C:9]2[C:15]([C:16]3[CH:21]=[CH:20][CH:19]=[CH:18][N:17]=3)=[CH:14][C:13]([C:22]3[CH:27]=[N:26][C:25]([N:28]4[CH2:29][CH2:30][C:31]([CH3:39])([C:34]([OH:36])=[O:35])[CH2:32][CH2:33]4)=[N:24][CH:23]=3)=[CH:12][C:10]=2[N:11]=1)=[O:5])[CH3:2]. The catalyst class is: 16. (2) Reactant: [O:1]1[CH2:3][CH:2]1[C:4]1[CH:13]=[CH:12][C:7]2[O:8][CH2:9][CH2:10][O:11][C:6]=2[CH:5]=1.B(F)(F)F.CCOCC. Product: [O:8]1[C:7]2[CH:12]=[CH:13][C:4]([CH2:2][CH:3]=[O:1])=[CH:5][C:6]=2[O:11][CH2:10][CH2:9]1. The catalyst class is: 27. (3) Reactant: N1N2C=CC=NC2=C(C(O)=O)C=1.NC1C=C(Cl)C=CC=1O.[Cl:22][C:23]1[CH:28]=[CH:27][C:26]([O:29]C(C2C=NN3C=CC=NC=23)=O)=[C:25]([NH:41][C:42]([C:44]2[CH:45]=[N:46][N:47]3[CH:52]=[CH:51][CH:50]=[N:49][C:48]=23)=[O:43])[CH:24]=1. Product: [Cl:22][C:23]1[CH:28]=[CH:27][C:26]([OH:29])=[C:25]([NH:41][C:42]([C:44]2[CH:45]=[N:46][N:47]3[CH:52]=[CH:51][CH:50]=[N:49][C:48]=23)=[O:43])[CH:24]=1. The catalyst class is: 309. (4) Reactant: [C:1]([C:3]1[CH:8]=[CH:7][C:6]([C:9](=O)[CH2:10][C:11]([O:13][CH2:14][CH3:15])=[O:12])=[CH:5][CH:4]=1)#[N:2].OC1C(OS(C2C=CC(C)=CC=2)(=O)=O)=C(I)C=CC=1.[NH2:36][C:37]([NH2:39])=[S:38]. Product: [NH2:39][C:37]1[S:38][C:10]([C:11]([O:13][CH2:14][CH3:15])=[O:12])=[C:9]([C:6]2[CH:7]=[CH:8][C:3]([C:1]#[N:2])=[CH:4][CH:5]=2)[N:36]=1. The catalyst class is: 10.